From a dataset of Forward reaction prediction with 1.9M reactions from USPTO patents (1976-2016). Predict the product of the given reaction. (1) Given the reactants [N+:1]([C:4]1[CH:9]=[CH:8][C:7]([NH:10][C:11]([NH:13][C:14]2[CH:15]=[C:16]3[C:20](=[CH:21][CH:22]=2)[N:19]([CH2:23][CH2:24][N:25]2[CH2:29][CH2:28][CH2:27][CH2:26]2)[N:18]=[CH:17]3)=[O:12])=[CH:6][CH:5]=1)([O-])=O.[Cl-].[NH4+], predict the reaction product. The product is: [NH2:1][C:4]1[CH:9]=[CH:8][C:7]([NH:10][C:11]([NH:13][C:14]2[CH:15]=[C:16]3[C:20](=[CH:21][CH:22]=2)[N:19]([CH2:23][CH2:24][N:25]2[CH2:26][CH2:27][CH2:28][CH2:29]2)[N:18]=[CH:17]3)=[O:12])=[CH:6][CH:5]=1. (2) The product is: [CH:2]([C@H:3]1[CH2:4][CH2:5][C@H:6]([N:9]2[C:14](=[O:15])[C:13]([CH2:16][C:17]3[CH:22]=[CH:21][C:20]([C:23]4[C:24]([C:29]#[N:30])=[CH:25][CH:26]=[CH:27][CH:28]=4)=[CH:19][CH:18]=3)=[C:12]([CH2:31][CH2:32][CH3:33])[N:11]3[N:34]=[CH:35][N:36]=[C:10]23)[CH2:7][CH2:8]1)=[O:1]. Given the reactants [OH:1][CH2:2][C@H:3]1[CH2:8][CH2:7][C@H:6]([N:9]2[C:14](=[O:15])[C:13]([CH2:16][C:17]3[CH:22]=[CH:21][C:20]([C:23]4[C:24]([C:29]#[N:30])=[CH:25][CH:26]=[CH:27][CH:28]=4)=[CH:19][CH:18]=3)=[C:12]([CH2:31][CH2:32][CH3:33])[N:11]3[N:34]=[CH:35][N:36]=[C:10]23)[CH2:5][CH2:4]1.C(N(CC)CC)C.Cl, predict the reaction product. (3) Given the reactants [NH:1]([C:8](=O)[CH2:9][C:10]1[N:11]=[C:12]([S:15][C:16]([CH3:21])([CH3:20])[C:17]([OH:19])=[O:18])[S:13][CH:14]=1)[C:2]1[CH:7]=[CH:6][CH:5]=[CH:4][CH:3]=1.CO, predict the reaction product. The product is: [NH:1]([CH2:8][CH2:9][C:10]1[N:11]=[C:12]([S:15][C:16]([CH3:21])([CH3:20])[C:17]([OH:19])=[O:18])[S:13][CH:14]=1)[C:2]1[CH:7]=[CH:6][CH:5]=[CH:4][CH:3]=1.